Dataset: Reaction yield outcomes from USPTO patents with 853,638 reactions. Task: Predict the reaction yield, written as a fraction of the theoretical maximum amount of product (1.0 means a 100% yield; for example, 0.34 means a 34% yield). (1) The reactants are [Br:1][C:2]1[CH:7]=[C:6]([S:8]([CH2:11][CH3:12])(=[O:10])=[O:9])[CH:5]=[CH:4][C:3]=1F.[CH:14]1([CH2:17][NH2:18])[CH2:16][CH2:15]1. The catalyst is O1CCOCC1. The product is [Br:1][C:2]1[CH:7]=[C:6]([S:8]([CH2:11][CH3:12])(=[O:10])=[O:9])[CH:5]=[CH:4][C:3]=1[NH:18][CH2:17][CH:14]1[CH2:16][CH2:15]1. The yield is 0.990. (2) The reactants are FC(F)(F)S(O[C:7]1[CH:15]=[CH:14][CH:13]=[C:12]2[C:8]=1[C:9]1[CH:19]=[C:18]([Cl:20])[CH:17]=[N:16][C:10]=1[NH:11]2)(=O)=O.[CH2:23]([S:25]([C:28]1[CH:29]=[C:30](B(O)O)[CH:31]=[CH:32][CH:33]=1)(=[O:27])=[O:26])[CH3:24].C(=O)([O-])[O-].[Na+].[Na+].Cl. The catalyst is C(O)C.O.C1(C)C=CC=CC=1. The product is [Cl:20][C:18]1[CH:17]=[N:16][C:10]2[NH:11][C:12]3[C:8]([C:9]=2[CH:19]=1)=[C:7]([C:30]1[CH:31]=[CH:32][CH:33]=[C:28]([S:25]([CH2:23][CH3:24])(=[O:26])=[O:27])[CH:29]=1)[CH:15]=[CH:14][CH:13]=3. The yield is 0.840. (3) The reactants are C(N(C(C)C)C(C)C)C.N1([C:15]2[CH2:19][CH2:18][CH2:17][CH:16]=2)CCCC1.Br[CH2:21][C:22]1[C:23]([CH2:28]Br)=[CH:24][CH:25]=[CH:26][CH:27]=1.Cl.[OH2:31]. The catalyst is C(#N)C. The product is [O:31]=[C:19]1[CH:18]2[CH2:17][CH2:16][CH:15]1[CH2:21][C:22]1[CH:27]=[CH:26][CH:25]=[CH:24][C:23]=1[CH2:28]2. The yield is 0.720. (4) The reactants are [CH2:1]([N:8]1[C:12](=[O:13])[CH2:11][CH2:10][C@@H:9]1[C:14]([OH:16])=O)[C:2]1[CH:7]=[CH:6][CH:5]=[CH:4][CH:3]=1.ON1C2C=CC=CC=2N=N1.[NH2:27][CH:28]([CH2:34][C:35]1[CH:40]=[CH:39][CH:38]=[CH:37][CH:36]=1)[CH:29]([OH:33])[C:30]([NH2:32])=[O:31].Cl.CN(C)CCCN=C=NCC.CCN(C(C)C)C(C)C. The catalyst is C1COCC1.CN(C=O)C. The product is [NH2:32][C:30](=[O:31])[CH:29]([OH:33])[CH:28]([NH:27][C:14]([C@H:9]1[CH2:10][CH2:11][C:12](=[O:13])[N:8]1[CH2:1][C:2]1[CH:3]=[CH:4][CH:5]=[CH:6][CH:7]=1)=[O:16])[CH2:34][C:35]1[CH:36]=[CH:37][CH:38]=[CH:39][CH:40]=1. The yield is 0.920. (5) The reactants are Cl.[CH3:2][O:3][C:4](=[O:8])[C@H:5]([CH3:7])[NH2:6].C(N(CC)CC)C.[Cl:16][C:17]1[CH:18]=[C:19]([CH:22]=[CH:23][C:24]=1[Cl:25])[CH:20]=O.S([O-])([O-])(=O)=O.[Mg+2]. The yield is 0.924. The catalyst is C(Cl)Cl. The product is [CH3:2][O:3][C:4](=[O:8])[CH:5]([N:6]=[CH:20][C:19]1[CH:22]=[CH:23][C:24]([Cl:25])=[C:17]([Cl:16])[CH:18]=1)[CH3:7]. (6) The reactants are Cl[C:2]1[N:7]=[C:6]([Cl:8])[N:5]=[C:4]([NH:9][C@@H:10]2[C:18]3[C:13](=[CH:14][CH:15]=[CH:16][CH:17]=3)[CH2:12][CH2:11]2)[N:3]=1.Cl.[NH2:20][C@@H:21]1[CH2:25][C@H:24]([CH2:26][OH:27])[C@@H:23]([OH:28])[C@H:22]1[OH:29].C(=O)([O-])[O-].[K+].[K+]. The yield is 0.880. The product is [Cl:8][C:6]1[N:5]=[C:4]([NH:9][C@@H:10]2[C:18]3[C:13](=[CH:14][CH:15]=[CH:16][CH:17]=3)[CH2:12][CH2:11]2)[N:3]=[C:2]([NH:20][C@@H:21]2[CH2:25][C@H:24]([CH2:26][OH:27])[C@@H:23]([OH:28])[C@H:22]2[OH:29])[N:7]=1. The catalyst is O1CCOCC1. (7) The reactants are [Cl:1][C:2]1[CH:9]=[CH:8][C:5]([CH2:6][OH:7])=[CH:4][CH:3]=1.[Na].Cl[C:12]1[N:17]=[C:16]([O:18][CH3:19])[N:15]=[C:14]([NH:20][C:21]2[CH:26]=[CH:25][C:24]([N:27]3[CH:31]=[C:30]([CH3:32])[N:29]=[CH:28]3)=[C:23]([O:33][CH3:34])[CH:22]=2)[N:13]=1. The catalyst is O1CCCC1.O. The product is [Cl:1][C:2]1[CH:9]=[CH:8][C:5]([CH2:6][O:7][C:12]2[N:17]=[C:16]([O:18][CH3:19])[N:15]=[C:14]([NH:20][C:21]3[CH:26]=[CH:25][C:24]([N:27]4[CH:31]=[C:30]([CH3:32])[N:29]=[CH:28]4)=[C:23]([O:33][CH3:34])[CH:22]=3)[N:13]=2)=[CH:4][CH:3]=1. The yield is 0.200. (8) The reactants are C([N-]C(C)C)(C)C.[Li+].[CH3:9][S:10]([C:13]1[CH:31]=[CH:30][C:16]([O:17][CH2:18][C:19]2[C:28]3[C:23](=[CH:24][CH:25]=[CH:26][CH:27]=3)[N:22]=[C:21]([CH3:29])[CH:20]=2)=[CH:15][CH:14]=1)(=[O:12])=[O:11].[CH3:32][C:33]1([C:39](OC)=[O:40])[CH2:38][CH2:37][O:36][CH2:35][CH2:34]1.C(O)(=O)C.[BH4-].[Na+]. The catalyst is CCCCCC.CCCCCCC.C(C1C=CC=CC=1)C.O1CCCC1.O. The product is [CH3:29][C:21]1[CH:20]=[C:19]([CH2:18][O:17][C:16]2[CH:15]=[CH:14][C:13]([S:10]([CH2:9][CH:39]([C:33]3([CH3:32])[CH2:38][CH2:37][O:36][CH2:35][CH2:34]3)[OH:40])(=[O:12])=[O:11])=[CH:31][CH:30]=2)[C:28]2[C:23](=[CH:24][CH:25]=[CH:26][CH:27]=2)[N:22]=1. The yield is 0.742.